From a dataset of Catalyst prediction with 721,799 reactions and 888 catalyst types from USPTO. Predict which catalyst facilitates the given reaction. (1) Reactant: [Cl:1][C:2]1[CH:3]=[CH:4][C:5]([O:20][CH3:21])=[C:6]([CH:19]=1)[C:7]([NH:9][C:10]1[S:11][C:12]2[O:18][CH2:17][CH2:16][CH2:15][C:13]=2[N:14]=1)=[O:8].CC(C)([O-])C.[K+].Br[CH2:29][CH2:30][CH2:31][CH3:32]. Product: [CH2:29]([N:14]1[C:13]2[CH2:15][CH2:16][CH2:17][O:18][C:12]=2[S:11]/[C:10]/1=[N:9]\[C:7](=[O:8])[C:6]1[CH:19]=[C:2]([Cl:1])[CH:3]=[CH:4][C:5]=1[O:20][CH3:21])[CH2:30][CH2:31][CH3:32]. The catalyst class is: 348. (2) Reactant: [O:1]=[C:2]1[NH:7][C:6](=[O:8])[CH:5]=[C:4]([CH2:9][CH2:10][CH3:11])[N:3]1[CH2:12][C:13]1[CH:18]=[CH:17][C:16]([C:19]2[C:20]([C:25]#[N:26])=[CH:21][CH:22]=[CH:23][CH:24]=2)=[CH:15][CH:14]=1.Br[CH2:28][C:29]([C:31]1[CH:36]=[CH:35][C:34]([O:37][CH3:38])=[CH:33][CH:32]=1)=[O:30].CN(C)C=O.[H-].[Na+]. Product: [CH3:38][O:37][C:34]1[CH:35]=[CH:36][C:31]([C:29](=[O:30])[CH2:28][N:7]2[C:6](=[O:8])[CH:5]=[C:4]([CH2:9][CH2:10][CH3:11])[N:3]([CH2:12][C:13]3[CH:18]=[CH:17][C:16]([C:19]4[C:20]([C:25]#[N:26])=[CH:21][CH:22]=[CH:23][CH:24]=4)=[CH:15][CH:14]=3)[C:2]2=[O:1])=[CH:32][CH:33]=1. The catalyst class is: 13.